From a dataset of Reaction yield outcomes from USPTO patents with 853,638 reactions. Predict the reaction yield, written as a fraction of the theoretical maximum amount of product (1.0 means a 100% yield; for example, 0.34 means a 34% yield). (1) The reactants are [OH2:1].Cl[C:3]1[C:13]([N+:14]([O-:16])=[O:15])=[CH:12][CH:11]=[C:10]([Cl:17])[C:4]=1[C:5]([N:7]([CH3:9])[CH3:8])=[O:6].[H-].[Na+].Cl. The catalyst is O1CCCC1. The product is [Cl:17][C:10]1[C:4]([C:5]([N:7]([CH3:9])[CH3:8])=[O:6])=[C:3]([OH:1])[C:13]([N+:14]([O-:16])=[O:15])=[CH:12][CH:11]=1. The yield is 0.590. (2) The reactants are [Cl:1][CH2:2][CH2:3][O:4][C:5]1[CH:10]=[CH:9][C:8]([C:11]([C:13]2[CH:18]=[CH:17][C:16]([O:19]C)=[CH:15][CH:14]=2)=[O:12])=[CH:7][CH:6]=1.B(Br)(Br)Br. The catalyst is C(Cl)Cl. The product is [Cl:1][CH2:2][CH2:3][O:4][C:5]1[CH:6]=[CH:7][C:8]([C:11]([C:13]2[CH:18]=[CH:17][C:16]([OH:19])=[CH:15][CH:14]=2)=[O:12])=[CH:9][CH:10]=1. The yield is 0.850. (3) The reactants are [C:1]([O:5][C:6](=[O:17])[NH:7][C@H:8]1[CH2:13][CH2:12][C@H:11]([CH2:14][CH2:15]N)[CH2:10][CH2:9]1)([CH3:4])([CH3:3])[CH3:2].[CH2:18]=O.[C:20]([BH3-])#[N:21].[Na+]. The catalyst is CO.C(O)(=O)C.C([O-])(O)=O.[Na+]. The product is [C:1]([O:5][C:6](=[O:17])[NH:7][C@H:8]1[CH2:13][CH2:12][C@H:11]([CH2:14][CH2:15][N:21]([CH3:20])[CH3:18])[CH2:10][CH2:9]1)([CH3:4])([CH3:3])[CH3:2]. The yield is 0.310. (4) The reactants are [N:1]1[NH:2][N:3]=[N:4][C:5]=1[C:6]1[CH:11]=[CH:10][C:9]([C@@H:12]([NH:14]C(=O)OC(C)(C)C)[CH3:13])=[CH:8][CH:7]=1.FC(F)(F)C(O)=O.[Cl:29]CCl. No catalyst specified. The product is [ClH:29].[N:4]1[NH:3][N:2]=[N:1][C:5]=1[C:6]1[CH:7]=[CH:8][C:9]([C@@H:12]([NH2:14])[CH3:13])=[CH:10][CH:11]=1. The yield is 0.830. (5) The reactants are [CH2:1]([S:3][C:4]1[CH:12]=[CH:11][C:10]([S:13]([CH3:16])(=[O:15])=[O:14])=[CH:9][C:5]=1[C:6]([OH:8])=O)[CH3:2].[N:17]1([C:23]2[N:28]=[CH:27][C:26]([C:29]([F:32])([F:31])[F:30])=[CH:25][N:24]=2)[CH2:22][CH2:21][NH:20][CH2:19][CH2:18]1. No catalyst specified. The product is [CH2:1]([S:3][C:4]1[CH:12]=[CH:11][C:10]([S:13]([CH3:16])(=[O:15])=[O:14])=[CH:9][C:5]=1[C:6]([N:20]1[CH2:21][CH2:22][N:17]([C:23]2[N:24]=[CH:25][C:26]([C:29]([F:32])([F:30])[F:31])=[CH:27][N:28]=2)[CH2:18][CH2:19]1)=[O:8])[CH3:2]. The yield is 0.520. (6) The reactants are [Br:1][C:2]1[C:11]([OH:12])=[CH:10][CH:9]=[C:8]2[C:3]=1[CH:4]=[CH:5][C:6]([CH2:13][N:14]([CH3:28])[C:15]([C:17]1[C:21]3[CH:22]=[CH:23][CH:24]=[CH:25][C:20]=3[O:19][C:18]=1[CH2:26][CH3:27])=[O:16])=[CH:7]2.Br[CH2:30][C:31]#[N:32].C(=O)([O-])[O-].[K+].[K+]. The catalyst is CN(C=O)C.C(OCC)(=O)C. The product is [Br:1][C:2]1[C:11]([O:12][CH2:30][C:31]#[N:32])=[CH:10][CH:9]=[C:8]2[C:3]=1[CH:4]=[CH:5][C:6]([CH2:13][N:14]([CH3:28])[C:15]([C:17]1[C:21]3[CH:22]=[CH:23][CH:24]=[CH:25][C:20]=3[O:19][C:18]=1[CH2:26][CH3:27])=[O:16])=[CH:7]2. The yield is 0.720. (7) The reactants are [C:1]([C:5]1[CH:24]=[CH:23][C:8]([C:9]([NH:11][C:12]2[CH:17]=[C:16](Cl)[N:15]3[N:19]=[C:20]([CH3:22])[CH:21]=[C:14]3[N:13]=2)=[O:10])=[CH:7][CH:6]=1)([CH3:4])([CH3:3])[CH3:2].[OH:25][CH2:26][C:27]1[CH:28]=[C:29](B(O)O)[CH:30]=[CH:31][CH:32]=1.C([O-])([O-])=O.[Na+].[Na+]. The catalyst is N#N.[Cl-].[Na+].O.C1C=CC([P]([Pd]([P](C2C=CC=CC=2)(C2C=CC=CC=2)C2C=CC=CC=2)([P](C2C=CC=CC=2)(C2C=CC=CC=2)C2C=CC=CC=2)[P](C2C=CC=CC=2)(C2C=CC=CC=2)C2C=CC=CC=2)(C2C=CC=CC=2)C2C=CC=CC=2)=CC=1. The product is [C:1]([C:5]1[CH:24]=[CH:23][C:8]([C:9]([NH:11][C:12]2[CH:17]=[C:16]([C:31]3[CH:30]=[CH:29][CH:28]=[C:27]([CH2:26][OH:25])[CH:32]=3)[N:15]3[N:19]=[C:20]([CH3:22])[CH:21]=[C:14]3[N:13]=2)=[O:10])=[CH:7][CH:6]=1)([CH3:4])([CH3:3])[CH3:2]. The yield is 0.620. (8) The reactants are [Cl:1][C:2]1[CH:8]=[CH:7][C:5]([NH2:6])=[C:4]([F:9])[CH:3]=1.[C:10](O[C:10]([O:12][C:13]([CH3:16])([CH3:15])[CH3:14])=[O:11])([O:12][C:13]([CH3:16])([CH3:15])[CH3:14])=[O:11]. The catalyst is O1CCOCC1. The product is [Cl:1][C:2]1[CH:8]=[CH:7][C:5]([NH:6][C:10](=[O:11])[O:12][C:13]([CH3:16])([CH3:15])[CH3:14])=[C:4]([F:9])[CH:3]=1. The yield is 0.890.